From a dataset of Reaction yield outcomes from USPTO patents with 853,638 reactions. Predict the reaction yield, written as a fraction of the theoretical maximum amount of product (1.0 means a 100% yield; for example, 0.34 means a 34% yield). (1) The yield is 0.920. No catalyst specified. The product is [Br:1][C:2]1[C:3]([CH3:16])=[N:4][C:5]([NH:32][NH2:33])=[CH:6][C:7]=1[C:8]1[CH:13]=[CH:12][C:11]([Cl:14])=[CH:10][CH:9]=1. The reactants are [Br:1][C:2]1[C:3]([CH3:16])=[N:4][C:5](Cl)=[CH:6][C:7]=1[C:8]1[CH:13]=[CH:12][C:11]([Cl:14])=[CH:10][CH:9]=1.BrC1C([NH:32][NH2:33])=NC(C)=CC=1C1C=CC(Cl)=CC=1. (2) The reactants are C[O:2][C:3](OC)([CH3:32])[C:4]([C:6]1[CH:10]([C:11]2[CH:16]=[CH:15][CH:14]=[CH:13][C:12]=2[O:17][CH3:18])[N:9]([C:19]2[CH:24]=[CH:23][C:22]([C:25]3[CH:29]=[CH:28][O:27][N:26]=3)=[CH:21][CH:20]=2)[C:8](=[O:30])[C:7]=1[OH:31])=[O:5].C(O)(=O)C. The catalyst is O. The product is [O:5]=[C:4]([C:6]1[CH:10]([C:11]2[CH:16]=[CH:15][CH:14]=[CH:13][C:12]=2[O:17][CH3:18])[N:9]([C:19]2[CH:24]=[CH:23][C:22]([C:25]3[CH:29]=[CH:28][O:27][N:26]=3)=[CH:21][CH:20]=2)[C:8](=[O:30])[C:7]=1[OH:31])[C:3](=[O:2])[CH3:32]. The yield is 0.700.